This data is from Reaction yield outcomes from USPTO patents with 853,638 reactions. The task is: Predict the reaction yield, written as a fraction of the theoretical maximum amount of product (1.0 means a 100% yield; for example, 0.34 means a 34% yield). (1) The yield is 0.440. The catalyst is [O-]CC.[Ti+4].[O-]CC.[O-]CC.[O-]CC. The product is [C:9]([C:8]1[CH:11]=[CH:12][CH:13]=[CH:14][C:7]=1/[C:5](/[C:4]1[CH:3]=[C:2]([Cl:1])[N:17]=[C:16]([Cl:18])[CH:15]=1)=[N:24]/[S:22]([C:36]([CH3:35])([CH3:37])[CH3:26])=[O:23])#[N:10]. The reactants are [Cl:1][C:2]1[CH:3]=[C:4]([CH:15]=[C:16]([Cl:18])[N:17]=1)[C:5]([C:7]1[CH:14]=[CH:13][CH:12]=[CH:11][C:8]=1[C:9]#[N:10])=O.CC(C)C[S:22]([NH2:24])=[O:23].[CH3:26]O.C(=O)([O-])O.[Na+].O1[CH2:37][CH2:36][CH2:35]C1. (2) The reactants are [CH2:1]([O:8][C:9]1[CH:14]=[CH:13][N:12]([C:15]2[CH:23]=[C:22]3[C:18]([C:19]4[CH2:28][CH2:27][N:26]([C:29]([C@@H:31]5[CH2:35][CH2:34][CH2:33][N:32]5C(OC(C)(C)C)=O)=[O:30])[CH2:25][C:20]=4[N:21]3[CH3:24])=[CH:17][CH:16]=2)[C:11](=[O:43])[CH:10]=1)[C:2]1[CH:7]=[CH:6][CH:5]=[CH:4][CH:3]=1.[ClH:44]. The catalyst is CO.CCOCC. The product is [ClH:44].[CH2:1]([O:8][C:9]1[CH:14]=[CH:13][N:12]([C:15]2[CH:23]=[C:22]3[C:18]([C:19]4[CH2:28][CH2:27][N:26]([C:29]([C@@H:31]5[CH2:35][CH2:34][CH2:33][NH:32]5)=[O:30])[CH2:25][C:20]=4[N:21]3[CH3:24])=[CH:17][CH:16]=2)[C:11](=[O:43])[CH:10]=1)[C:2]1[CH:3]=[CH:4][CH:5]=[CH:6][CH:7]=1. The yield is 0.850. (3) The reactants are [O:1]1[C:5]2[CH:6]=[CH:7][CH:8]=[CH:9][C:4]=2[CH:3]=[C:2]1[C:10]1[C:18]2[C:13](=[CH:14][CH:15]=[C:16]([C:19](O)=[O:20])[CH:17]=2)[N:12](C2CCCCO2)[N:11]=1.F[P-](F)(F)(F)(F)F.N1(OC(N(C)C)=[N+](C)C)C2C=CC=CC=2N=N1.[CH3:52][N:53]([CH3:58])[CH2:54][CH2:55][CH2:56][NH2:57]. No catalyst specified. The product is [O:1]1[C:5]2[CH:6]=[CH:7][CH:8]=[CH:9][C:4]=2[CH:3]=[C:2]1[C:10]1[C:18]2[C:13](=[CH:14][CH:15]=[C:16]([C:19]([NH:57][CH2:56][CH2:55][CH2:54][N:53]([CH3:58])[CH3:52])=[O:20])[CH:17]=2)[NH:12][N:11]=1. The yield is 0.340. (4) The reactants are [C:1]([C:4]1[CH:5]=[C:6]([C:14]2[N:15]=[C:16]([CH2:19][CH2:20][C:21]([O:23]C)=[O:22])[O:17][CH:18]=2)[CH:7]=[C:8]([C:10]([F:13])([F:12])[F:11])[CH:9]=1)(=[O:3])[CH3:2].ClC1C=C(C2N=C(CCC(O)=O)OC=2)C=C(C(F)(F)F)C=1. No catalyst specified. The product is [C:1]([C:4]1[CH:5]=[C:6]([C:14]2[N:15]=[C:16]([CH2:19][CH2:20][C:21]([OH:23])=[O:22])[O:17][CH:18]=2)[CH:7]=[C:8]([C:10]([F:13])([F:11])[F:12])[CH:9]=1)(=[O:3])[CH3:2]. The yield is 0.700.